From a dataset of Full USPTO retrosynthesis dataset with 1.9M reactions from patents (1976-2016). Predict the reactants needed to synthesize the given product. (1) Given the product [Cl:23][C:24]1[CH:25]=[CH:26][C:27]([C:30]2[CH:31]=[CH:32][C:33]([C:16]([NH:15][C:10]3[CH:9]=[CH:8][C:7]4[C:12](=[CH:13][CH:14]=[C:5]([CH2:4][N:2]([CH3:1])[CH3:3])[CH:6]=4)[CH:11]=3)=[O:22])=[CH:34][CH:35]=2)=[CH:28][CH:29]=1, predict the reactants needed to synthesize it. The reactants are: [CH3:1][N:2]([CH2:4][C:5]1[CH:6]=[C:7]2[C:12](=[CH:13][CH:14]=1)[CH:11]=[C:10]([NH:15][C:16](=[O:22])OC(C)(C)C)[CH:9]=[CH:8]2)[CH3:3].[Cl:23][C:24]1[CH:29]=[CH:28][C:27]([C:30]2[C:31](C(O)=O)=[CH:32][CH:33]=[CH:34][CH:35]=2)=[CH:26][CH:25]=1.CN(C1C=CC=CN=1)C.Cl.C(N=C=NCCCN(C)C)C. (2) Given the product [C:14]([O:18][C:19]([NH:21][C@@:22]1([C:50]([O:52][C:53]([CH3:56])([CH3:55])[CH3:54])=[O:51])[C@H:27]([O:28][CH2:29][C:30]2[CH:35]=[CH:34][C:33]([Cl:36])=[C:32]([Cl:37])[CH:31]=2)[C@@H:26]([S:7][C:6]2[N:2]([CH3:1])[N:3]=[CH:4][N:5]=2)[C@@H:25]2[C@H:23]1[C@H:24]2[C:43]([O:45][C:46]([CH3:48])([CH3:47])[CH3:49])=[O:44])=[O:20])([CH3:17])([CH3:15])[CH3:16], predict the reactants needed to synthesize it. The reactants are: [CH3:1][N:2]1[C:6](=[S:7])[N:5]=[CH:4][NH:3]1.C(=O)([O-])[O-].[K+].[K+].[C:14]([O:18][C:19]([NH:21][C@@:22]1([C:50]([O:52][C:53]([CH3:56])([CH3:55])[CH3:54])=[O:51])[C@H:27]([O:28][CH2:29][C:30]2[CH:35]=[CH:34][C:33]([Cl:36])=[C:32]([Cl:37])[CH:31]=2)[C@H:26](OS(C)(=O)=O)[C@@H:25]2[C@H:23]1[C@H:24]2[C:43]([O:45][C:46]([CH3:49])([CH3:48])[CH3:47])=[O:44])=[O:20])([CH3:17])([CH3:16])[CH3:15]. (3) The reactants are: Br[C:2]1[CH:3]=[N:4][CH:5]=[C:6]2[C:11]=1[N:10]=[CH:9][CH:8]=[CH:7]2.[CH3:12][O:13][C:14](=[O:32])[C:15]1[CH:20]=[CH:19][C:18]([C:21]#[N:22])=[C:17](B2OC(C)(C)C(C)(C)O2)[CH:16]=1. Given the product [CH3:12][O:13][C:14](=[O:32])[C:15]1[CH:20]=[CH:19][C:18]([C:21]#[N:22])=[C:17]([C:2]2[CH:3]=[N:4][CH:5]=[C:6]3[C:11]=2[N:10]=[CH:9][CH:8]=[CH:7]3)[CH:16]=1, predict the reactants needed to synthesize it. (4) Given the product [CH3:13][O:12][C:9]1[CH:10]=[C:11]2[C:6](=[CH:7][C:8]=1[O:14][CH3:15])[N:5]=[CH:4][CH:3]=[C:2]2[O:16][C:17]1[CH:31]=[C:30]([O:32][CH3:33])[CH:29]=[CH:28][C:18]=1[C:19]([C:21]1[CH:22]=[CH:23][C:24]([CH3:27])=[CH:25][CH:26]=1)=[O:20], predict the reactants needed to synthesize it. The reactants are: Cl[C:2]1[C:11]2[C:6](=[CH:7][C:8]([O:14][CH3:15])=[C:9]([O:12][CH3:13])[CH:10]=2)[N:5]=[CH:4][CH:3]=1.[OH:16][C:17]1[CH:31]=[C:30]([O:32][CH3:33])[CH:29]=[CH:28][C:18]=1[C:19]([C:21]1[CH:26]=[CH:25][C:24]([CH3:27])=[CH:23][CH:22]=1)=[O:20]. (5) The reactants are: [Si:1]([O:8][CH2:9][C:10]1[N:11]([CH3:24])[C:12]2[C:17]([CH:18]=1)=[CH:16][C:15]([CH:19]=[O:20])=[C:14]([C:21]([CH3:23])=[CH2:22])[CH:13]=2)([C:4]([CH3:7])([CH3:6])[CH3:5])([CH3:3])[CH3:2].[CH2:25]([Mg]Br)[CH2:26][CH:27]=[CH2:28]. Given the product [Si:1]([O:8][CH2:9][C:10]1[N:11]([CH3:24])[C:12]2[C:17]([CH:18]=1)=[CH:16][C:15]([CH:19]([OH:20])[CH2:28][CH2:27][CH:26]=[CH2:25])=[C:14]([C:21]([CH3:23])=[CH2:22])[CH:13]=2)([C:4]([CH3:7])([CH3:6])[CH3:5])([CH3:3])[CH3:2], predict the reactants needed to synthesize it. (6) Given the product [CH3:2][C@@H:3]1[CH2:7][N:6]([CH2:26][C:27]2[N:32]=[CH:31][CH:30]=[CH:29][N:28]=2)[CH2:5][C@H:4]1[C:8]1[NH:9][C:10](=[O:23])[C:11]2[CH:16]=[N:15][N:14]([CH:17]3[CH2:22][CH2:21][O:20][CH2:19][CH2:18]3)[C:12]=2[N:13]=1, predict the reactants needed to synthesize it. The reactants are: Cl.[CH3:2][C@@H:3]1[CH2:7][NH:6][CH2:5][C@H:4]1[C:8]1[NH:9][C:10](=[O:23])[C:11]2[CH:16]=[N:15][N:14]([CH:17]3[CH2:22][CH2:21][O:20][CH2:19][CH2:18]3)[C:12]=2[N:13]=1.Cl.Cl[CH2:26][C:27]1[N:32]=[CH:31][CH:30]=[CH:29][N:28]=1.C(=O)([O-])[O-].[Cs+].[Cs+]. (7) Given the product [C:1]([C:3]1[CH:33]=[CH:32][C:6]([CH2:7][CH:8]([C:9]([N:11]2[CH2:12][CH2:13][N:43]([C:40]3[CH:41]=[CH:42][C:37]([N+:34]([O-:36])=[O:35])=[CH:38][CH:39]=3)[CH2:15][CH2:14]2)=[O:10])[C:16]([NH:18][S:19]([C:22]2[CH:31]=[CH:30][C:29]3[C:24](=[CH:25][CH:26]=[CH:27][CH:28]=3)[CH:23]=2)(=[O:20])=[O:21])=[O:17])=[CH:5][CH:4]=1)#[N:2], predict the reactants needed to synthesize it. The reactants are: [C:1]([C:3]1[CH:33]=[CH:32][C:6]([CH2:7][CH:8]([C:16]([NH:18][S:19]([C:22]2[CH:31]=[CH:30][C:29]3[C:24](=[CH:25][CH:26]=[CH:27][CH:28]=3)[CH:23]=2)(=[O:21])=[O:20])=[O:17])[C:9]([N:11]([CH2:14][CH3:15])[CH2:12][CH3:13])=[O:10])=[CH:5][CH:4]=1)#[N:2].[N+:34]([C:37]1[CH:42]=[CH:41][C:40]([N:43]2CCNCC2)=[CH:39][CH:38]=1)([O-:36])=[O:35]. (8) Given the product [C:1]([C:4]1[C:36](=[O:37])[C@@:8]2([CH3:38])[C:9]3[C:15]([OH:16])=[CH:14][C:13]([O:17][CH3:18])=[C:12]([C:19]([NH:21][CH2:22][C:23]4[C:32]([CH3:33])=[CH:31][C:26]([C:27]([OH:29])=[O:28])=[C:25]([CH3:34])[C:24]=4[CH3:35])=[O:20])[C:10]=3[O:11][C:7]2=[CH:6][C:5]=1[OH:39])(=[O:3])[CH3:2], predict the reactants needed to synthesize it. The reactants are: [C:1]([C:4]1[C:36](=[O:37])[C@@:8]2([CH3:38])[C:9]3[C:15]([OH:16])=[CH:14][C:13]([O:17][CH3:18])=[C:12]([C:19]([NH:21][CH2:22][C:23]4[C:32]([CH3:33])=[CH:31][C:26]([C:27]([O:29]C)=[O:28])=[C:25]([CH3:34])[C:24]=4[CH3:35])=[O:20])[C:10]=3[O:11][C:7]2=[CH:6][C:5]=1[OH:39])(=[O:3])[CH3:2].Cl.